Task: Predict the reactants needed to synthesize the given product.. Dataset: Full USPTO retrosynthesis dataset with 1.9M reactions from patents (1976-2016) (1) Given the product [F:37][CH:2]([C:20]1[CH:21]=[CH:22][C:23]2[O:28][CH2:27][C:26](=[O:29])[NH:25][C:24]=2[CH:30]=1)[CH2:3][N:4]1[CH2:9][CH2:8][N:7]([C:10]2[CH:18]=[CH:17][CH:16]=[C:15]3[C:11]=2[CH:12]=[C:13]([CH3:19])[NH:14]3)[CH2:6][CH2:5]1, predict the reactants needed to synthesize it. The reactants are: O[CH:2]([C:20]1[CH:21]=[CH:22][C:23]2[O:28][CH2:27][C:26](=[O:29])[NH:25][C:24]=2[CH:30]=1)[CH2:3][N:4]1[CH2:9][CH2:8][N:7]([C:10]2[CH:18]=[CH:17][CH:16]=[C:15]3[C:11]=2[CH:12]=[C:13]([CH3:19])[NH:14]3)[CH2:6][CH2:5]1.CCN(S(F)(F)[F:37])CC. (2) Given the product [C:2]([O:65][C:63]([N:5]1[CH2:6][C@@H:2]([CH3:1])[CH2:3][C@H:4]1[C:14]1[NH:18][C:17]2[C:19]3[C:24]([CH:25]=[CH:26][C:16]=2[N:15]=1)=[CH:23][C:22]1[C:27]2[C:32]([CH2:33][O:34][C:21]=1[CH:20]=3)=[CH:31][C:30]([C:45]1[NH:49][C:48]([C@@H:50]3[CH2:54][C@H:53]([CH3:55])[CH2:52][N:51]3[C:56]([O:58][C:59]([CH3:62])([CH3:61])[CH3:60])=[O:57])=[N:47][CH:46]=1)=[CH:29][CH:28]=2)=[O:66])([CH3:6])([CH3:3])[CH3:1], predict the reactants needed to synthesize it. The reactants are: [CH3:1][C@@H:2]1[CH2:6][N:5](C(OC(C)(C)C)=O)[C@H:4]([C:14]2[NH:18][C:17]3[C:19]4[C:24]([CH:25]=[CH:26][C:16]=3[N:15]=2)=[CH:23][C:22]2[C:27]3[C:32]([CH2:33][O:34][C:21]=2[CH:20]=4)=[CH:31][C:30](B2OC(C)(C)C(C)(C)O2)=[CH:29][CH:28]=3)[CH2:3]1.I[C:45]1[NH:49][C:48]([C@@H:50]2[CH2:54][C@H:53]([CH3:55])[CH2:52][N:51]2[C:56]([O:58][C:59]([CH3:62])([CH3:61])[CH3:60])=[O:57])=[N:47][CH:46]=1.[C:63]([O-:66])([O-:65])=O.[K+].[K+].